This data is from Full USPTO retrosynthesis dataset with 1.9M reactions from patents (1976-2016). The task is: Predict the reactants needed to synthesize the given product. (1) Given the product [Br:1][C:2]1[CH:7]=[CH:6][C:5]([C:8]2[NH:19][N:18]=[C:10]([C:11]([F:14])([F:13])[F:12])[CH:9]=2)=[CH:4][CH:3]=1, predict the reactants needed to synthesize it. The reactants are: [Br:1][C:2]1[CH:7]=[CH:6][C:5]([C:8](=O)[CH2:9][C:10](=O)[C:11]([F:14])([F:13])[F:12])=[CH:4][CH:3]=1.O.[NH2:18][NH2:19]. (2) Given the product [N+:1]([C:4]1[CH:5]=[C:6]([C:10]([C:12]2[C:20]3[C:15](=[N:16][CH:17]=[C:18]([C:21]4[CH:22]=[N:23][CH:24]=[CH:25][CH:26]=4)[CH:19]=3)[NH:14][CH:13]=2)=[O:11])[CH:7]=[CH:8][CH:9]=1)([O-:3])=[O:2], predict the reactants needed to synthesize it. The reactants are: [N+:1]([C:4]1[CH:5]=[C:6]([CH:10]([C:12]2[C:20]3[C:15](=[N:16][CH:17]=[C:18]([C:21]4[CH:22]=[N:23][CH:24]=[CH:25][CH:26]=4)[CH:19]=3)[NH:14][CH:13]=2)[OH:11])[CH:7]=[CH:8][CH:9]=1)([O-:3])=[O:2].CC(OI1(OC(C)=O)(OC(C)=O)OC(=O)C2C1=CC=CC=2)=O.O. (3) Given the product [C:3]([C:4]1[CH:8]=[C:23]([OH:22])[CH:24]=[N:6][CH:5]=1)(=[O:13])[CH3:2], predict the reactants needed to synthesize it. The reactants are: O[C:2]1[CH:3]=[C:4]([C:8]#N)[CH:5]=[N:6]C=1.C[Li].S(=O)(=O)(O)[OH:13].Cl.[Cl-].[Na+].CC[O:22][CH2:23][CH3:24]. (4) Given the product [CH:20]([C:23]1[CH:24]=[CH:25][C:26]([C:29]2[C:38]3[C:33](=[CH:34][CH:35]=[C:36]([O:39][CH2:40][C:41]#[CH:42])[CH:37]=3)[N:32]=[C:31]([C:43]([C:2]3[S:3][C:4]4[CH:10]=[C:9]([O:11][CH3:12])[CH:8]=[CH:7][C:5]=4[N:6]=3)=[O:44])[N:30]=2)=[CH:27][CH:28]=1)([CH3:22])[CH3:21], predict the reactants needed to synthesize it. The reactants are: Br[C:2]1[S:3][C:4]2[CH:10]=[C:9]([O:11][CH3:12])[CH:8]=[CH:7][C:5]=2[N:6]=1.[Li]CCCC.[Li+].[Cl-].[CH:20]([C:23]1[CH:28]=[CH:27][C:26]([C:29]2[C:38]3[C:33](=[CH:34][CH:35]=[C:36]([O:39][CH2:40][C:41]#[CH:42])[CH:37]=3)[N:32]=[C:31]([CH:43]=[O:44])[N:30]=2)=[CH:25][CH:24]=1)([CH3:22])[CH3:21]. (5) The reactants are: [CH2:1]([O:3][C:4](=[O:11])[CH2:5][C:6](=O)[CH:7](Br)[CH3:8])[CH3:2].[F:12][C:13]([F:24])([F:23])[C:14]1[CH:22]=[CH:21][C:17]([C:18]([NH2:20])=[S:19])=[CH:16][CH:15]=1.O. Given the product [CH2:1]([O:3][C:4](=[O:11])[CH2:5][C:6]1[N:20]=[C:18]([C:17]2[CH:16]=[CH:15][C:14]([C:13]([F:23])([F:12])[F:24])=[CH:22][CH:21]=2)[S:19][C:7]=1[CH3:8])[CH3:2], predict the reactants needed to synthesize it.